This data is from Catalyst prediction with 721,799 reactions and 888 catalyst types from USPTO. The task is: Predict which catalyst facilitates the given reaction. (1) Reactant: [CH3:1]I.C[O:4][C:5]1[C:10]([CH:11]=[CH:12][O:13][CH3:14])=[C:9]([O:15][CH3:16])[CH:8]=[CH:7][N:6]=1. Product: [CH3:16][O:15][C:9]1[CH:8]=[CH:7][N:6]([CH3:1])[C:5](=[O:4])[C:10]=1[CH:11]=[CH:12][O:13][CH3:14]. The catalyst class is: 5. (2) Reactant: [CH3:1][C:2]1[CH:7]=[CH:6][C:5]([C:8]2[CH:13]=[C:12]([S:14]([CH3:17])(=[O:16])=[O:15])[CH:11]=[C:10]([C:18](O)=[O:19])[CH:9]=2)=[CH:4][CH:3]=1.[Si]([O:28][CH2:29][C@H:30]([C:32]1[CH:33]=[N:34][C:35]([CH3:38])=[CH:36][CH:37]=1)[NH2:31])(C(C)(C)C)(C)C.F[P-](F)(F)(F)(F)F.C[N+](C)=C(N(C)C)ON1C2N=CC=CC=2N=N1.C(N(CC)C(C)C)(C)C.Cl. Product: [OH:28][CH2:29][C@@H:30]([NH:31][C:18]([C:10]1[CH:9]=[C:8]([C:5]2[CH:4]=[CH:3][C:2]([CH3:1])=[CH:7][CH:6]=2)[CH:13]=[C:12]([S:14]([CH3:17])(=[O:16])=[O:15])[CH:11]=1)=[O:19])[C:32]1[CH:33]=[N:34][C:35]([CH3:38])=[CH:36][CH:37]=1. The catalyst class is: 405. (3) Reactant: [CH3:1][C:2]([C:6]1[CH:7]=[C:8]([CH:13]=[CH:14][CH:15]=1)[C:9]([O:11]C)=[O:10])([CH3:5])[C:3]#[CH:4].O1CCCC1.[OH-].[Na+].Cl. Product: [CH3:5][C:2]([C:6]1[CH:7]=[C:8]([CH:13]=[CH:14][CH:15]=1)[C:9]([OH:11])=[O:10])([CH3:1])[C:3]#[CH:4]. The catalyst class is: 5. (4) Reactant: CC(OI1(OC(C)=O)(OC(C)=O)OC(=O)C2C=CC=CC1=2)=O.N1C=CC=CC=1.[OH:29][CH2:30][CH2:31][O:32][CH2:33][CH2:34][O:35][CH2:36][CH2:37][C:38]([O:40][C:41]([CH3:44])([CH3:43])[CH3:42])=[O:39].[O-]S([O-])(=S)=O.[Na+].[Na+].C([O-])(O)=O.[Na+]. Product: [O:29]=[CH:30][CH2:31][O:32][CH2:33][CH2:34][O:35][CH2:36][CH2:37][C:38]([O:40][C:41]([CH3:44])([CH3:43])[CH3:42])=[O:39]. The catalyst class is: 2. (5) Reactant: [CH2:1]([N:8]1[CH2:13][CH2:12][NH:11][CH2:10][CH2:9]1)[C:2]1[CH:7]=[CH:6][CH:5]=[CH:4][CH:3]=1.[CH3:14][O:15][CH2:16][C:17](Cl)=[O:18].C(N(CC)CC)C. Product: [CH2:1]([N:8]1[CH2:13][CH2:12][N:11]([C:17](=[O:18])[CH2:16][O:15][CH3:14])[CH2:10][CH2:9]1)[C:2]1[CH:3]=[CH:4][CH:5]=[CH:6][CH:7]=1. The catalyst class is: 2. (6) Reactant: [H-].[Na+].[CH2:3]([O:5][C:6](=[O:25])[CH2:7][CH2:8][CH2:9][CH2:10][CH2:11][CH2:12][N:13]1[CH:17]=[CH:16][C:15]([C:18]2[CH:23]=[CH:22][CH:21]=[CH:20][C:19]=2[OH:24])=[N:14]1)[CH3:4].I[CH3:27]. Product: [CH2:3]([O:5][C:6](=[O:25])[CH2:7][CH2:8][CH2:9][CH2:10][CH2:11][CH2:12][N:13]1[CH:17]=[CH:16][C:15]([C:18]2[CH:23]=[CH:22][CH:21]=[CH:20][C:19]=2[O:24][CH3:27])=[N:14]1)[CH3:4]. The catalyst class is: 1.